Dataset: Full USPTO retrosynthesis dataset with 1.9M reactions from patents (1976-2016). Task: Predict the reactants needed to synthesize the given product. Given the product [N:1]([C@H:14]1[CH2:10][CH2:11][N:12]([C:15]([O:17][C:18]([CH3:21])([CH3:20])[CH3:19])=[O:16])[CH2:13]1)=[N+:2]=[N-:3], predict the reactants needed to synthesize it. The reactants are: [N-:1]=[N+:2]=[N-:3].[Na+].CS(O[C@@H:10]1[CH2:14][CH2:13][N:12]([C:15]([O:17][C:18]([CH3:21])([CH3:20])[CH3:19])=[O:16])[CH2:11]1)(=O)=O.